Dataset: NCI-60 drug combinations with 297,098 pairs across 59 cell lines. Task: Regression. Given two drug SMILES strings and cell line genomic features, predict the synergy score measuring deviation from expected non-interaction effect. (1) Drug 1: CNC(=O)C1=NC=CC(=C1)OC2=CC=C(C=C2)NC(=O)NC3=CC(=C(C=C3)Cl)C(F)(F)F. Drug 2: C1=NNC2=C1C(=O)NC=N2. Cell line: SNB-19. Synergy scores: CSS=-5.70, Synergy_ZIP=-0.140, Synergy_Bliss=-4.29, Synergy_Loewe=-8.00, Synergy_HSA=-7.71. (2) Drug 1: C1=CC(=CC=C1CCC2=CNC3=C2C(=O)NC(=N3)N)C(=O)NC(CCC(=O)O)C(=O)O. Drug 2: COC1=CC(=CC(=C1O)OC)C2C3C(COC3=O)C(C4=CC5=C(C=C24)OCO5)OC6C(C(C7C(O6)COC(O7)C8=CC=CS8)O)O. Cell line: HT29. Synergy scores: CSS=41.3, Synergy_ZIP=-5.81, Synergy_Bliss=-4.76, Synergy_Loewe=-0.750, Synergy_HSA=2.44. (3) Drug 1: C1CCC(CC1)NC(=O)N(CCCl)N=O. Drug 2: CCN(CC)CCNC(=O)C1=C(NC(=C1C)C=C2C3=C(C=CC(=C3)F)NC2=O)C. Cell line: MDA-MB-231. Synergy scores: CSS=4.46, Synergy_ZIP=-3.70, Synergy_Bliss=-0.143, Synergy_Loewe=-3.33, Synergy_HSA=-2.46. (4) Drug 1: COC1=CC(=CC(=C1O)OC)C2C3C(COC3=O)C(C4=CC5=C(C=C24)OCO5)OC6C(C(C7C(O6)COC(O7)C8=CC=CS8)O)O. Drug 2: C1=NC2=C(N=C(N=C2N1C3C(C(C(O3)CO)O)O)F)N. Cell line: TK-10. Synergy scores: CSS=20.8, Synergy_ZIP=-9.86, Synergy_Bliss=-3.51, Synergy_Loewe=-11.2, Synergy_HSA=-1.24. (5) Drug 1: C(=O)(N)NO. Drug 2: CS(=O)(=O)OCCCCOS(=O)(=O)C. Cell line: MCF7. Synergy scores: CSS=2.29, Synergy_ZIP=-2.19, Synergy_Bliss=-3.82, Synergy_Loewe=-2.52, Synergy_HSA=-5.07.